Task: Predict the reactants needed to synthesize the given product.. Dataset: Full USPTO retrosynthesis dataset with 1.9M reactions from patents (1976-2016) (1) Given the product [F:7][C:8]1[CH:13]=[CH:12][CH:11]=[C:10]([F:14])[C:9]=1[C:15]1[CH:19]=[CH:18][N:17]([CH2:21][C:22]([O:24][CH2:25][CH:26]=[CH2:27])=[O:23])[N:16]=1, predict the reactants needed to synthesize it. The reactants are: C(=O)([O-])[O-].[K+].[K+].[F:7][C:8]1[CH:13]=[CH:12][CH:11]=[C:10]([F:14])[C:9]=1[C:15]1[CH:19]=[CH:18][NH:17][N:16]=1.Br[CH2:21][C:22]([O:24][CH2:25][CH:26]=[CH2:27])=[O:23]. (2) Given the product [C@@H:19]1([N:1]2[CH:5]=[CH:4][CH:3]=[C:2]2[CH:6]=[O:7])[O:20][C@H:21]([CH2:31][OH:32])[C@@H:22]([OH:23])[C@H:18]1[OH:17], predict the reactants needed to synthesize it. The reactants are: [NH:1]1[CH:5]=[CH:4][CH:3]=[C:2]1[CH:6]=[O:7].[H-].[Na+].C([O:17][C@@H:18]1[C@H:22]([O:23]CC2C=CC=CC=2)[C@@H:21]([CH2:31][O:32]CC2C=CC=CC=2)[O:20][CH:19]1Cl)C1C=CC=CC=1.B(Br)(Br)Br.[NH4+].[OH-]. (3) The reactants are: Br[C:2]1[CH:3]=[C:4]([CH:7]=[C:8](Br)[CH:9]=1)[CH:5]=[O:6].[C:11]([C:15]1[CH:16]=[C:17]([CH:20]=[C:21]([C:23]([CH3:26])([CH3:25])[CH3:24])[CH:22]=1)[CH:18]=[CH2:19])([CH3:14])([CH3:13])[CH3:12].[C:27](=O)([O-])[O-].[Na+].[Na+].[C:33]([C:37]1([CH3:48])[C:42](O)=[C:41]([C:44]([CH3:47])([CH3:46])[CH3:45])[CH:40]=[CH:39][CH2:38]1)([CH3:36])([CH3:35])[CH3:34]. Given the product [C:11]([C:15]1[CH:16]=[C:17]([CH:20]=[C:21]([C:23]([CH3:26])([CH3:25])[CH3:24])[CH:22]=1)[CH:18]=[CH:19][C:2]1[CH:3]=[C:4]([CH:7]=[C:8]([CH:27]=[CH:38][C:39]2[CH:48]=[C:37]([C:33]([CH3:36])([CH3:35])[CH3:34])[CH:42]=[C:41]([C:44]([CH3:46])([CH3:45])[CH3:47])[CH:40]=2)[CH:9]=1)[CH:5]=[O:6])([CH3:14])([CH3:12])[CH3:13], predict the reactants needed to synthesize it. (4) Given the product [Br:32][CH:12]1[C:7](=[O:6])[CH2:8][CH2:9][N:10]([C:13]([O:15][C:16]([CH3:19])([CH3:18])[CH3:17])=[O:14])[CH2:11]1, predict the reactants needed to synthesize it. The reactants are: Cl[Si](C)(C)C.[O:6]=[C:7]1[CH2:12][CH2:11][N:10]([C:13]([O:15][C:16]([CH3:19])([CH3:18])[CH3:17])=[O:14])[CH2:9][CH2:8]1.C(N(CC)CC)C.C(=O)(O)[O-].[Na+].[Br:32]N1C(=O)CCC1=O. (5) Given the product [CH2:1]([O:8][C:9]1[C:14]([CH2:15][N:16]2[CH2:25][CH2:24][C:23]3[C:18](=[C:19]([Cl:32])[C:20]([C:27](=[N+:48]=[N-:49])[C:28]([O:30][CH3:31])=[O:29])=[CH:21][C:22]=3[Cl:26])[C:17]2=[O:33])=[C:13]([CH3:34])[CH:12]=[C:11]([CH3:35])[N:10]=1)[C:2]1[CH:3]=[CH:4][CH:5]=[CH:6][CH:7]=1, predict the reactants needed to synthesize it. The reactants are: [CH2:1]([O:8][C:9]1[C:14]([CH2:15][N:16]2[CH2:25][CH2:24][C:23]3[C:18](=[C:19]([Cl:32])[C:20]([CH2:27][C:28]([O:30][CH3:31])=[O:29])=[CH:21][C:22]=3[Cl:26])[C:17]2=[O:33])=[C:13]([CH3:34])[CH:12]=[C:11]([CH3:35])[N:10]=1)[C:2]1[CH:7]=[CH:6][CH:5]=[CH:4][CH:3]=1.C(C1C=CC(S([N:48]=[N+:49]=[N-])(=O)=O)=C(N)C=1)(=O)C.N12CCCN=C1CCCCC2. (6) Given the product [N:2]1[CH:3]=[CH:4][N:5]2[CH:10]=[CH:9][C:8]([O:11][C:12]3[CH:17]=[CH:16][C:15]([NH:18][C:19]4[C:28]5[C:23](=[CH:24][CH:25]=[C:26]([NH:37][C:34]6[S:35][CH:36]=[C:32]([CH3:31])[N:33]=6)[CH:27]=5)[N:22]=[CH:21][N:20]=4)=[CH:14][C:13]=3[CH3:30])=[CH:7][C:6]=12, predict the reactants needed to synthesize it. The reactants are: Cl.[N:2]1[CH:3]=[CH:4][N:5]2[CH:10]=[CH:9][C:8]([O:11][C:12]3[CH:17]=[CH:16][C:15]([NH:18][C:19]4[C:28]5[C:23](=[CH:24][CH:25]=[C:26](I)[CH:27]=5)[N:22]=[CH:21][N:20]=4)=[CH:14][C:13]=3[CH3:30])=[CH:7][C:6]=12.[CH3:31][C:32]1[N:33]=[C:34]([NH2:37])[S:35][CH:36]=1.CC([O-])(C)C.[Na+].CC1(C)C2C(=C(P(C3C=CC=CC=3)C3C=CC=CC=3)C=CC=2)OC2C(P(C3C=CC=CC=3)C3C=CC=CC=3)=CC=CC1=2. (7) Given the product [Cl:26][C:23]1[CH:24]=[CH:25][C:20]([O:19][C:16]2[CH:17]=[CH:18][C:13]([N:9]3[C@@H:8]([C:27]4[CH:32]=[CH:31][CH:30]=[C:29]([F:33])[CH:28]=4)[C@H:7]([CH2:6][S:40][C:34]4[CH:39]=[CH:38][CH:37]=[CH:36][CH:35]=4)[O:11][C:10]3=[O:12])=[CH:14][CH:15]=2)=[CH:21][CH:22]=1, predict the reactants needed to synthesize it. The reactants are: CS(O[CH2:6][C@@H:7]1[O:11][C:10](=[O:12])[N:9]([C:13]2[CH:18]=[CH:17][C:16]([O:19][C:20]3[CH:25]=[CH:24][C:23]([Cl:26])=[CH:22][CH:21]=3)=[CH:15][CH:14]=2)[C@H:8]1[C:27]1[CH:32]=[CH:31][CH:30]=[C:29]([F:33])[CH:28]=1)(=O)=O.[C:34]1([SH:40])[CH:39]=[CH:38][CH:37]=[CH:36][CH:35]=1.C(N(CC)CC)C. (8) Given the product [ClH:1].[ClH:1].[Cl:1][C:2]1[CH:11]=[CH:10][C:9]2[N:8]=[CH:7][C:6](=[O:12])[N:5]3[CH:13]([CH2:16][N:17]4[CH2:18][CH2:19][CH:20]([NH:23][CH2:31][C:32]5[N:37]=[CH:36][C:35]6[O:38][CH2:39][CH2:40][O:41][C:34]=6[CH:33]=5)[CH2:21][CH2:22]4)[CH2:14][O:15][C:3]=1[C:4]=23, predict the reactants needed to synthesize it. The reactants are: [Cl:1][C:2]1[CH:11]=[CH:10][C:9]2[N:8]=[CH:7][C:6](=[O:12])[N:5]3[CH:13]([CH2:16][N:17]4[CH2:22][CH2:21][CH:20]([N:23]([CH2:31][C:32]5[N:37]=[CH:36][C:35]6[O:38][CH2:39][CH2:40][O:41][C:34]=6[CH:33]=5)C(=O)OC(C)(C)C)[CH2:19][CH2:18]4)[CH2:14][O:15][C:3]=1[C:4]=23.FC1C=NC2C=CC(=O)N3[C@H](CN4CCC(O)C(CNC(=O)OC(C)(C)C)C4)COC=1C=23.FC(F)(F)C(O)=O.